This data is from Forward reaction prediction with 1.9M reactions from USPTO patents (1976-2016). The task is: Predict the product of the given reaction. Given the reactants Cl[CH2:2][C@@H:3]([N:6]1[C:14]2[C:9](=[N:10][C:11]([C:16]3[CH:21]=[CH:20][C:19]([O:22][C:23]([F:26])([F:25])[F:24])=[CH:18][C:17]=3[O:27][CH3:28])=[C:12]([CH3:15])[CH:13]=2)[C:8]([CH3:29])=[CH:7]1)[CH2:4][CH3:5].[NH:30]1[CH2:34][CH2:33][CH2:32][CH2:31]1.O, predict the reaction product. The product is: [CH3:28][O:27][C:17]1[CH:18]=[C:19]([O:22][C:23]([F:25])([F:26])[F:24])[CH:20]=[CH:21][C:16]=1[C:11]1[N:10]=[C:9]2[C:8]([CH3:29])=[CH:7][N:6]([C@H:3]([CH2:2][N:30]3[CH2:34][CH2:33][CH2:32][CH2:31]3)[CH2:4][CH3:5])[C:14]2=[CH:13][C:12]=1[CH3:15].